This data is from Drug-target binding data from BindingDB using Ki measurements. The task is: Regression. Given a target protein amino acid sequence and a drug SMILES string, predict the binding affinity score between them. We predict pKi (pKi = -log10(Ki in M); higher means stronger inhibition). Dataset: bindingdb_ki. (1) The small molecule is COc1cc(OC)c(C(=O)CCCCN2CCC3(CC2)NC(=O)NC3=O)cc1NS(=O)(=O)c1ccc(C(F)(F)F)cc1. The target protein sequence is MGSLQPDAGNGSWNGSEAPGGGARASPYSLQVTLTLVCLAGLLMLLTVFGNVLVIIAVFTSRALKAPQNLFLVSLASADILVATLVIPFSLANEVMGYWYFGQAWCEIYLALDMLFCTSSIAHLCAISLDRHWSITQAIEYNLKRTPRRIKAIIVTVWVISAVISFPPLISIERKGGGGGGGRQRCEINDHKWYVIASCTGSFFVPCLIMILVYVRIYQIAKRRTRVPPSRRVRTPPPPPPPPPPPPRQPGPPSAGLMAWAPERGAGSASAETEPLPTQLNGAAGEPAAAGPRETDALDLEESSSSEHAERPPGPASRGPRQGPSEPGEARGQHPSARARDRGARGVGGRARGDTPEAPRRLWRGRQNREKRFTFVLAVVIGVFVVCWFPFFFTYTLTAVGCSVPPTLFKFFFWFGYCNSSLNPVIYTIFNHDFRRAFKKILCRGDRKRIV. The pKi is 6.5. (2) The drug is CN(C)CCCC1(c2ccc(F)cc2)OCc2cc(C#N)ccc21. The target is MLLARMKPQVQPELGGADQ. The pKi is 5.0. (3) The drug is c1cc2c(c([NH2+]C3=NCCN3)c1)CCCC2. The target is MLLARMKPQVQPELGGADQ. The pKi is 5.6. (4) The small molecule is COc1cccc(OC)c1OCCNCC1Oc2ccccc2OC1c1ccccc1. The target protein (O77715) has sequence AIAAVITFLILFTIFGNALVILAVLTSRSLRAPQNLFLVSLAAADILVATLIIPFSLANELLGYWYFRHTWCEVYLALDVLFCTSSIVHLCAISLDRYWSVSRALEYNSKRTPRRIKGIILTVWLIAAFISLPPLIYKGDKGKKPGGRPQCKLNEEAWYILSSSIGSFFAPCLIMILVYLRIYLIAKRRNRQGPHGKQAPGDGDTGPSALGGTSTISKLPPSILPAVGEANGHSKPPGEREGGEQMGDPTSPSTPPNQSSVGPEDGSQKQEEEEEEEEEEEEECGPPAPPTSSSLQGTPNFQPSQGSQVLATLRGQVLLARGPASLGLQPWRRRTQMNREKRFTFVLAVVIGVFVLCWFPFFFSYSLGAICPQHCKVPHGLF. The pKi is 9.0. (5) The small molecule is CSCCC(NC(=O)C(CC(C)C)NC(=O)C(Cc1cnc[nH]1)NC(=O)CNC(=O)C(NC(=O)C(C)NC(=O)C(Cc1c[nH]c2ccccc12)NC(=O)C(Cc1cnc[nH]1)NC(=O)C(CC(N)=O)NC(=O)CNC(=O)C(CCCN=C(N)N)NC(=O)C1CCCN1C(=O)C(Cc1ccc(O)cc1)NC(=O)C(CCSC)NC(=O)C(CCCCN)NC(=O)C(NC(=O)C(CC(C)C)NC(=O)C(NC(=O)C(NC(=O)CNC(=O)CNC(=O)CNC(=O)C(C)NC(=O)C1CCCN1C(=O)C(CC(C)C)NC(=O)C1CCCN1C(=O)C(N)C(C)C)C(C)O)C(C)C)C(C)O)C(C)C)C(N)=O. The target protein (P21729) has sequence MAPNNCSHLNLDVDPFLSCNDTFNQSLSPPKMDNWFHPGFIYVIPAVYGLIIVIGLIGNITLIKIFCTVKSMRNVPNLFISSLALGDLLLLVTCAPVDASKYLADRWLFGRIGCKLIPFIQLTSVGVSVFTLTALSADRYKAIVRPMDIQASHALMKICLKAALIWIVSMLLAIPEAVFSDLHPFHVKDTNQTFISCAPYPHSNELHPKIHSMASFLVFYVIPLAIISVYYYFIARNLIQSAYNLPVEGNIHVKKQIESRKRLAKTVLVFVGLFAFCWLPNHVIYLYRSYHYSEVDTSMLHFVTSICARLLAFTNSCVNPFALYLLSKSFRKQFNTQLLCCQPGLMNRSHSTGRSTTCMTSFKSTNPSATFSLINRNICHEGYV. The pKi is 8.9. (6) The small molecule is NC(=O)C1(C(=O)O)CC1. The target protein (P05793) has sequence MANYFNTLNLRQQLAQLGKCRFMGRDEFADGASYLQGKKVVIVGCGAQGLNQGLNMRDSGLDISYALRKEAIAEKRASWRKATENGFKVGTYEELIPQADLVINLTPDKQHSDVVRTVQPLMKDGAALGYSHGFNIVEVGEQIRKDITVVMVAPKCPGTEVREEYKRGFGVPTLIAVHPENDPKGEGMAIAKAWAAATGGHRAGVLESSFVAEVKSDLMGEQTILCGMLQAGSLLCFDKLVEEGTDPAYAEKLIQFGWETITEALKQGGITLMMDRLSNPAKLRAYALSEQLKEIMAPLFQKHMDDIISGEFSSGMMADWANDDKKLLTWREETGKTAFETAPQYEGKIGEQEYFDKGVLMIAMVKAGVELAFETMVDSGIIEESAYYESLHELPLIANTIARKRLYEMNVVISDTAEYGNYLFSYACVPLLKPFMAELQPGDLGKAIPEGAVDNGQLRDVNEAIRSHAIEQVGKKLRGYMTDMKRIAVAG. The pKi is 4.5. (7) The small molecule is Cc1cc(N)nc(C[C@H]2CNC[C@H]2NCCNCc2ccc(Cl)cc2)c1. The target protein sequence is MEENTFGVQQIQPNVISVRLFKRKVGGLGFLVKERVSKPPVIISDLIRGGAAEQSGLIQAGDIILAVNDRPLVDLSYDSALEVLRGIASETHVVLILRGPEGFTTHLETTFTGDGTPKTIRVTQPLGPPTKAVDLSHQPSASKDQSLAVDRVTGLGNGPQHAQGHGQGAGSVSQANGVAIDPTMKSTKANLQDIGEHDELLKEIEPVLSILNSGSKATNRGGPAKAEMKDTGIQVDRDLDGKSHKAPPLGGDNDRVFNDLWGKDNVPVILNNPYSEKEQSPTSGKQSPTKNGSPSRCPRFLKVKNWETDVVLTDTLHLKSTLETGCTEHICMGSIVLPSQHTRKPEDVRTKDQLFPLAKEFLDQYYSSIKRFGSKAHMDRLEEVNKEIESTSTYQLKDTELIYGAKHAWRNASRCVGRIQWSKLQVFDARDCTTAHGMFNYICNHVKYATNKGNLRSAITIFPQRTDGKHDFRVWNSQLIRYAGYKQPDGSTLGDPANVQ.... The pKi is 5.9. (8) The pKi is 3.7. The small molecule is O=c1c(O)c(-c2ccc(O)cc2)oc2cc(O)cc(O)c12. The target protein sequence is MTQQQVISYYESTAHENEVELILARAKKIIQAQQSLQGNAIVLDIDETALNHYYSLKLAGFPQGENHTIWNELLSRTDAYPIKATLDFYLYCLTSGLKVFFISARFAQYLESTKQALRNAGYVNFEDVFVFPENIEQYNSKDFKNFKAERRAYIESLGYKILISIGDQSSDLLGGYTLYTLQLPNYLYGENSRF. (9) The compound is O=C1N(Cc2ccccc2)N=C(C2CCCCC2)c2ccccc2N1c1ccc(NC2=NCCN2)cc1. The target protein (Q03431) has sequence MGTARIAPGLALLLCCPVLSSAYALVDADDVMTKEEQIFLLHRAQAQCEKRLKEVLQRPASIMESDKGWTSASTSGKPRKDKASGKLYPESEEDKEAPTGSRYRGRPCLPEWDHILCWPLGAPGEVVAVPCPDYIYDFNHKGHAYRRCDRNGSWELVPGHNRTWANYSECVKFLTNETREREVFDRLGMIYTVGYSVSLASLTVAVLILAYFRRLHCTRNYIHMHLFLSFMLRAVSIFVKDAVLYSGATLDEAERLTEEELRAIAQAPPPPATAAAGYAGCRVAVTFFLYFLATNYYWILVEGLYLHSLIFMAFFSEKKYLWGFTVFGWGLPAVFVAVWVSVRATLANTGCWDLSSGNKKWIIQVPILASIVLNFILFINIVRVLATKLRETNAGRCDTRQQYRKLLKSTLVLMPLFGVHYIVFMATPYTEVSGTLWQVQMHYEMLFNSFQGFFVAIIYCFCNGEVQAEIKKSWSRWTLALDFKRKARSGSSSYSYGPMV.... The pKi is 6.5.